Dataset: Full USPTO retrosynthesis dataset with 1.9M reactions from patents (1976-2016). Task: Predict the reactants needed to synthesize the given product. (1) Given the product [Br:1][C:2]1[CH:6]=[C:5]([C:7]([NH:8][C:9]2[C:10]([C:11]([NH:31][CH:28]([CH3:30])[CH3:29])=[O:13])=[CH:14][C:15]([C:19]#[N:20])=[CH:16][C:17]=2[CH3:18])=[O:12])[N:4]([C:21]2[CH:26]=[CH:25][CH:24]=[CH:23][C:22]=2[Cl:27])[N:3]=1, predict the reactants needed to synthesize it. The reactants are: [Br:1][C:2]1[CH:6]=[C:5]([C:7]2[O:12][C:11](=[O:13])[C:10]3[CH:14]=[C:15]([C:19]#[N:20])[CH:16]=[C:17]([CH3:18])[C:9]=3[N:8]=2)[N:4]([C:21]2[CH:26]=[CH:25][CH:24]=[CH:23][C:22]=2[Cl:27])[N:3]=1.[CH:28]([NH2:31])([CH3:30])[CH3:29]. (2) Given the product [F:23][C:2]([F:22])([F:1])[C:3]([N:5]([CH2:15][CH:16]1[CH2:17][N:18]([CH2:25][CH2:26][CH2:27][C:28]2[CH:38]=[CH:37][C:31]([C:32]([O:34][CH2:35][CH3:36])=[O:33])=[CH:30][CH:29]=2)[CH2:19][CH2:20][O:21]1)[C@@H:6]1[CH2:8][C@H:7]1[C:9]1[CH:10]=[CH:11][CH:12]=[CH:13][CH:14]=1)=[O:4], predict the reactants needed to synthesize it. The reactants are: [F:1][C:2]([F:23])([F:22])[C:3]([N:5]([CH2:15][CH:16]1[O:21][CH2:20][CH2:19][NH:18][CH2:17]1)[C@@H:6]1[CH2:8][C@H:7]1[C:9]1[CH:14]=[CH:13][CH:12]=[CH:11][CH:10]=1)=[O:4].O=[CH:25][CH2:26][CH2:27][C:28]1[CH:38]=[CH:37][C:31]([C:32]([O:34][CH2:35][CH3:36])=[O:33])=[CH:30][CH:29]=1.C(O[BH-](OC(=O)C)OC(=O)C)(=O)C.[Na+]. (3) Given the product [F:24][C:21]1[CH:22]=[CH:23][C:18]([C:8]2([C:5]3[CH:4]=[CH:3][C:2]([F:1])=[CH:7][CH:6]=3)[CH2:12][CH2:11][N:10]([CH2:13][C:14]([NH:39][C:37]3[CH:36]=[CH:35][CH:34]=[C:33]([C:32]([F:40])([F:31])[F:41])[N:38]=3)=[O:16])[C:9]2=[O:17])=[CH:19][CH:20]=1, predict the reactants needed to synthesize it. The reactants are: [F:1][C:2]1[CH:7]=[CH:6][C:5]([C:8]2([C:18]3[CH:23]=[CH:22][C:21]([F:24])=[CH:20][CH:19]=3)[CH2:12][CH2:11][N:10]([CH2:13][C:14]([OH:16])=O)[C:9]2=[O:17])=[CH:4][CH:3]=1.C(Cl)(=O)C(Cl)=O.[F:31][C:32]([F:41])([F:40])[C:33]1[N:38]=[C:37]([NH2:39])[CH:36]=[CH:35][CH:34]=1.CN1CCOCC1. (4) Given the product [CH3:1][O:2][C:3]1[CH:11]=[CH:10][CH:9]=[CH:8][C:4]=1[C:5]1[NH:7][C:21]2[CH2:22][CH2:23][CH2:24][CH2:25][C:20]=2[C:18](=[O:17])[N:6]=1, predict the reactants needed to synthesize it. The reactants are: [CH3:1][O:2][C:3]1[CH:11]=[CH:10][CH:9]=[CH:8][C:4]=1[C:5]([NH2:7])=[NH:6].O(C)[Na].C([O:17][C:18]([CH:20]1[CH2:25][CH2:24][CH2:23][CH2:22][C:21]1=O)=O)C. (5) The reactants are: [CH3:1][CH:2]([O:4][C:5]1[CH:6]=[C:7]([O:25][C:26]2[CH:31]=[CH:30][C:29]([S:32]([CH3:35])(=[O:34])=[O:33])=[CH:28][N:27]=2)[CH:8]=[C:9]2[C:13]=1[NH:12][C:11]([C:14]1[S:15][CH:16]([CH2:19][C:20]([O:22]CC)=[O:21])[CH2:17][N:18]=1)=[CH:10]2)[CH3:3].O1CCCC1.[OH-].[Na+].Cl. Given the product [CH3:3][CH:2]([O:4][C:5]1[CH:6]=[C:7]([O:25][C:26]2[CH:31]=[CH:30][C:29]([S:32]([CH3:35])(=[O:33])=[O:34])=[CH:28][N:27]=2)[CH:8]=[C:9]2[C:13]=1[NH:12][C:11]([C:14]1[S:15][CH:16]([CH2:19][C:20]([OH:22])=[O:21])[CH2:17][N:18]=1)=[CH:10]2)[CH3:1], predict the reactants needed to synthesize it. (6) The reactants are: Br[C:2]1[CH:3]=[C:4]([CH:25]=[CH:26][N:27]=1)[C:5]([NH:7][C:8]1[S:9][C:10]2[C:16]([N:17]3[CH2:22][CH2:21][O:20][CH2:19][CH2:18]3)=[CH:15][CH:14]=[C:13]([O:23][CH3:24])[C:11]=2[N:12]=1)=[O:6].[NH:28]1[CH2:33][CH2:32][S:31][CH2:30][CH2:29]1.C(=O)([O-])[O-].[Cs+].[Cs+]. Given the product [CH3:24][O:23][C:13]1[C:11]2[N:12]=[C:8]([NH:7][C:5](=[O:6])[C:4]3[CH:25]=[CH:26][N:27]=[C:2]([N:28]4[CH2:33][CH2:32][S:31][CH2:30][CH2:29]4)[CH:3]=3)[S:9][C:10]=2[C:16]([N:17]2[CH2:22][CH2:21][O:20][CH2:19][CH2:18]2)=[CH:15][CH:14]=1, predict the reactants needed to synthesize it.